Dataset: Forward reaction prediction with 1.9M reactions from USPTO patents (1976-2016). Task: Predict the product of the given reaction. (1) Given the reactants [CH2:1]([S:3]([C:6]1[CH:7]=[C:8]([C:12]2[CH:20]=[C:19]([C:21]([NH:23][CH:24]3[CH2:29][CH2:28][N:27]([CH3:30])[CH2:26][CH2:25]3)=[O:22])[C:18]([CH3:31])=[C:17]3[C:13]=2[C:14]2[CH:35]=[C:34]([CH3:36])[CH:33]=[N:32][C:15]=2[NH:16]3)[CH:9]=[CH:10][CH:11]=1)(=[O:5])=[O:4])[CH3:2].[C:37]([OH:45])(=[O:44])[C:38]1[CH:43]=[CH:42][CH:41]=[CH:40][CH:39]=1, predict the reaction product. The product is: [CH2:1]([S:3]([C:6]1[CH:7]=[C:8]([C:12]2[CH:20]=[C:19]([C:21]([NH:23][CH:24]3[CH2:25][CH2:26][N:27]([CH3:30])[CH2:28][CH2:29]3)=[O:22])[C:18]([CH3:31])=[C:17]3[C:13]=2[C:14]2[CH:35]=[C:34]([CH3:36])[CH:33]=[N:32][C:15]=2[NH:16]3)[CH:9]=[CH:10][CH:11]=1)(=[O:4])=[O:5])[CH3:2].[C:37]([OH:45])(=[O:44])[C:38]1[CH:43]=[CH:42][CH:41]=[CH:40][CH:39]=1.[CH2:1]([S:3]([C:6]1[CH:7]=[C:8]([C:12]2[CH:20]=[C:19]([C:21]([NH:23][CH:24]3[CH2:25][CH2:26][N:27]([CH3:30])[CH2:28][CH2:29]3)=[O:22])[C:18]([CH3:31])=[C:17]3[C:13]=2[C:14]2[CH:35]=[C:34]([CH3:36])[CH:33]=[N:32][C:15]=2[NH:16]3)[CH:9]=[CH:10][CH:11]=1)(=[O:4])=[O:5])[CH3:2]. (2) Given the reactants [Br:1][C:2]1[CH:3]=[C:4]([N:8]2[C:12](/[N:13]=C/N(C)C)=[C:11]([CH:18]=[O:19])[C:10]([C:20]([O:22][CH2:23][CH3:24])=[O:21])=[N:9]2)[CH:5]=[CH:6][CH:7]=1.Cl.O, predict the reaction product. The product is: [NH2:13][C:12]1[N:8]([C:4]2[CH:5]=[CH:6][CH:7]=[C:2]([Br:1])[CH:3]=2)[N:9]=[C:10]([C:20]([O:22][CH2:23][CH3:24])=[O:21])[C:11]=1[CH:18]=[O:19]. (3) Given the reactants [ClH:1].Cl.[F:3][C:4]([F:42])([F:41])[C:5]1[CH:6]=[C:7]([CH:34]=[C:35]([C:37]([F:40])([F:39])[F:38])[CH:36]=1)[C:8]([N:10]1[CH2:15][CH2:14][N:13]([CH2:16][C:17]#[C:18][C:19]2[CH:24]=[CH:23][CH:22]=[CH:21][N:20]=2)[CH2:12][C@H:11]1[CH2:25][C:26]1[CH:31]=[CH:30][C:29]([CH3:32])=[C:28]([CH3:33])[CH:27]=1)=[O:9].C(=O)(O)[O-].[Na+], predict the reaction product. The product is: [ClH:1].[ClH:1].[F:42][C:4]([F:3])([F:41])[C:5]1[CH:6]=[C:7]([CH:34]=[C:35]([C:37]([F:38])([F:39])[F:40])[CH:36]=1)[C:8]([N:10]1[CH2:15][CH2:14][N:13]([CH2:16][CH2:17][CH2:18][C:19]2[CH:24]=[CH:23][CH:22]=[CH:21][N:20]=2)[CH2:12][C@H:11]1[CH2:25][C:26]1[CH:31]=[CH:30][C:29]([CH3:32])=[C:28]([CH3:33])[CH:27]=1)=[O:9]. (4) The product is: [NH:25]1[C:33]2[C:28](=[CH:29][CH:30]=[CH:31][CH:32]=2)[C:27](/[CH:34]=[C:3]2\[O:4][C:5]3[C:10]([CH2:11][N:12]4[CH2:13][CH2:14][N:15]([C:18]([O:20][C:21]([CH3:24])([CH3:23])[CH3:22])=[O:19])[CH2:16][CH2:17]4)=[CH:9][CH:8]=[CH:7][C:6]=3[C:2]\2=[O:1])=[N:26]1. Given the reactants [O:1]=[C:2]1[C:6]2[CH:7]=[CH:8][CH:9]=[C:10]([CH2:11][N:12]3[CH2:17][CH2:16][N:15]([C:18]([O:20][C:21]([CH3:24])([CH3:23])[CH3:22])=[O:19])[CH2:14][CH2:13]3)[C:5]=2[O:4][CH2:3]1.[NH:25]1[C:33]2[C:28](=[CH:29][CH:30]=[CH:31][CH:32]=2)[C:27]([CH:34]=O)=[N:26]1, predict the reaction product. (5) The product is: [C:1]1([N:7]2[C:8]3=[N:9][CH:10]=[CH:11][C:12]([C:15]4[CH:16]=[CH:17][CH:18]=[CH:19][CH:20]=4)=[C:13]3[N:14]=[CH:21]2)[CH:6]=[CH:5][CH:4]=[CH:3][CH:2]=1. Given the reactants [C:1]1([NH:7][C:8]2[C:13]([NH2:14])=[C:12]([C:15]3[CH:20]=[CH:19][CH:18]=[CH:17][CH:16]=3)[CH:11]=[CH:10][N:9]=2)[CH:6]=[CH:5][CH:4]=[CH:3][CH:2]=1.[CH2:21](OC=C(C#N)C#N)C, predict the reaction product. (6) Given the reactants Cl[C:2]1[C:12]([C:13]#[N:14])=[CH:11][C:5]([C:6]([O:8][CH2:9][CH3:10])=[O:7])=[C:4]([C:15]([F:18])([F:17])[F:16])[N:3]=1.[NH:19]1[CH2:23][CH2:22][CH:21]([CH2:24][C:25]([OH:27])=[O:26])[CH2:20]1, predict the reaction product. The product is: [C:13]([C:12]1[C:2]([N:19]2[CH2:23][CH2:22][CH:21]([CH2:24][C:25]([OH:27])=[O:26])[CH2:20]2)=[N:3][C:4]([C:15]([F:18])([F:17])[F:16])=[C:5]([C:6]([O:8][CH2:9][CH3:10])=[O:7])[CH:11]=1)#[N:14]. (7) Given the reactants Cl[CH2:2][C:3]1[N:4]=[N:5][C:6]([C:9]2[CH:14]=[CH:13][CH:12]=[CH:11][N:10]=2)=[CH:7][CH:8]=1.[N-:15]=[N+:16]=[N-:17].[Na+].O, predict the reaction product. The product is: [N:15]([CH2:2][C:3]1[N:4]=[N:5][C:6]([C:9]2[CH:14]=[CH:13][CH:12]=[CH:11][N:10]=2)=[CH:7][CH:8]=1)=[N+:16]=[N-:17].